This data is from Acute oral toxicity (LD50) regression data from Zhu et al.. The task is: Regression/Classification. Given a drug SMILES string, predict its toxicity properties. Task type varies by dataset: regression for continuous values (e.g., LD50, hERG inhibition percentage) or binary classification for toxic/non-toxic outcomes (e.g., AMES mutagenicity, cardiotoxicity, hepatotoxicity). Dataset: ld50_zhu. The rat oral LD50 is 1.55, given as -log10 of the dose in mol/kg body weight (higher means more acutely toxic). The molecule is C=CCOCC(CC)(CO)CO.